From a dataset of Full USPTO retrosynthesis dataset with 1.9M reactions from patents (1976-2016). Predict the reactants needed to synthesize the given product. (1) Given the product [CH3:30][O:29][C:26]1[CH:27]=[C:28]2[C:23](=[CH:24][C:25]=1[O:31][CH2:32][CH2:33][CH2:34][N:35]1[CH2:40][CH2:39][O:38][CH2:37][CH2:36]1)[N:22]=[CH:21][N:20]=[C:19]2[NH:18][C:12]1[C:13]2[O:17][CH2:16][O:15][C:14]=2[C:9]([C:43]#[C:42][CH2:41][O:44][CH3:45])=[CH:10][CH:11]=1, predict the reactants needed to synthesize it. The reactants are: C(NC(C)C)(C)C.I[C:9]1[C:14]2[O:15][CH2:16][O:17][C:13]=2[C:12]([NH:18][C:19]2[C:28]3[C:23](=[CH:24][C:25]([O:31][CH2:32][CH2:33][CH2:34][N:35]4[CH2:40][CH2:39][O:38][CH2:37][CH2:36]4)=[C:26]([O:29][CH3:30])[CH:27]=3)[N:22]=[CH:21][N:20]=2)=[CH:11][CH:10]=1.[CH2:41]([O:44][CH3:45])[C:42]#[CH:43]. (2) Given the product [Cl:1][C:2]1[CH:7]=[CH:6][C:5]([N+:8]([O-:10])=[O:9])=[CH:4][C:3]=1[S:11]([NH2:16])(=[O:14])=[O:12], predict the reactants needed to synthesize it. The reactants are: [Cl:1][C:2]1[CH:7]=[CH:6][C:5]([N+:8]([O-:10])=[O:9])=[CH:4][C:3]=1[S:11]([OH:14])(=O)=[O:12].C[N:16](C)C=O. (3) The reactants are: [OH:1][C:2]1[CH:9]=[CH:8][C:5]([CH:6]=[O:7])=[C:4]([CH:10]([CH3:12])[CH3:11])[CH:3]=1.[F:13][C:14]([F:34])([F:33])[S:15](N(C1C=CC(Cl)=CN=1)[S:15]([C:14]([F:34])([F:33])[F:13])(=[O:17])=[O:16])(=[O:17])=[O:16].C(N(CC)CC)C. Given the product [F:13][C:14]([F:34])([F:33])[S:15]([O:1][C:2]1[CH:9]=[CH:8][C:5]([CH:6]=[O:7])=[C:4]([CH:10]([CH3:12])[CH3:11])[CH:3]=1)(=[O:17])=[O:16], predict the reactants needed to synthesize it. (4) The reactants are: [CH3:1][O:2][C:3]1[C:4]([O:33][CH2:34][CH2:35][CH2:36][N:37]2[CH2:41][CH2:40][CH2:39][C:38]2=[O:42])=[CH:5][C:6]2[N:10]=[CH:9][N:8]([C:11]3[S:15][C:14]([C:16]([O:18]C)=O)=[C:13]([O:20][CH2:21][C:22]4[CH:27]=[CH:26][CH:25]=[CH:24][C:23]=4[C:28]([F:31])([F:30])[F:29])[CH:12]=3)[C:7]=2[CH:32]=1.[NH3:43]. Given the product [CH3:1][O:2][C:3]1[C:4]([O:33][CH2:34][CH2:35][CH2:36][N:37]2[CH2:41][CH2:40][CH2:39][C:38]2=[O:42])=[CH:5][C:6]2[N:10]=[CH:9][N:8]([C:11]3[S:15][C:14]([C:16]([NH2:43])=[O:18])=[C:13]([O:20][CH2:21][C:22]4[CH:27]=[CH:26][CH:25]=[CH:24][C:23]=4[C:28]([F:30])([F:29])[F:31])[CH:12]=3)[C:7]=2[CH:32]=1, predict the reactants needed to synthesize it. (5) Given the product [CH2:22]([C:2]1[C:11]2[O:10][CH2:9][C:8]3[CH:12]=[C:13]([OH:16])[CH:14]=[CH:15][C:7]=3[C:6]=2[CH:5]=[C:4]2[CH:17]=[CH:18][C:19]([OH:21])=[CH:20][C:3]=12)[CH2:23][CH2:24][CH3:25], predict the reactants needed to synthesize it. The reactants are: Br[C:2]1[C:11]2[O:10][CH2:9][C:8]3[CH:12]=[C:13]([OH:16])[CH:14]=[CH:15][C:7]=3[C:6]=2[CH:5]=[C:4]2[CH:17]=[CH:18][C:19]([OH:21])=[CH:20][C:3]=12.[CH2:22]([Sn]([CH2:22][CH2:23][CH2:24][CH3:25])([CH2:22][CH2:23][CH2:24][CH3:25])C1SC=CN=1)[CH2:23][CH2:24][CH3:25]. (6) Given the product [CH3:36][C:4]1[CH:3]=[C:2]([O:1][CH2:44][CH2:45][CH2:46][C:47]([F:50])([F:49])[F:48])[CH:35]=[CH:34][C:5]=1[CH2:6][CH2:7][C:8]1[CH:13]=[CH:12][CH:11]=[CH:10][C:9]=1[C:14]1[N:19]=[C:18]([N:20]2[C:24]([C:25]([F:28])([F:27])[F:26])=[C:23]([C:29]([O:31][CH2:32][CH3:33])=[O:30])[CH:22]=[N:21]2)[CH:17]=[CH:16][CH:15]=1, predict the reactants needed to synthesize it. The reactants are: [OH:1][C:2]1[CH:35]=[CH:34][C:5]([CH2:6][CH2:7][C:8]2[CH:13]=[CH:12][CH:11]=[CH:10][C:9]=2[C:14]2[N:19]=[C:18]([N:20]3[C:24]([C:25]([F:28])([F:27])[F:26])=[C:23]([C:29]([O:31][CH2:32][CH3:33])=[O:30])[CH:22]=[N:21]3)[CH:17]=[CH:16][CH:15]=2)=[C:4]([CH3:36])[CH:3]=1.C([O-])([O-])=O.[Cs+].[Cs+].Br[CH2:44][CH2:45][CH2:46][C:47]([F:50])([F:49])[F:48]. (7) Given the product [Cl:30][C:31]1[CH:32]=[CH:33][C:34]([C@H:40]([N:42]2[CH2:47][CH2:46][CH2:45][C@@H:44]([O:48][C:49]3[C:57]([CH:58]4[CH2:59][CH2:60]4)=[CH:56][C:52]([C:53]([NH:68][S:65]([CH3:62])(=[O:67])=[O:66])=[O:55])=[C:51]([F:61])[CH:50]=3)[CH2:43]2)[CH3:41])=[N:35][C:36]=1[CH:37]1[CH2:38][CH2:39]1, predict the reactants needed to synthesize it. The reactants are: C1(C2C(O[C@@H]3CCCN(CC4C=C(Cl)C=C(Cl)C=4)C3)=CC(F)=C(C=2)C(O)=O)CC1.[Cl:30][C:31]1[CH:32]=[CH:33][C:34]([C@H:40]([N:42]2[CH2:47][CH2:46][CH2:45][C@@H:44]([O:48][C:49]3[C:57]([CH:58]4[CH2:60][CH2:59]4)=[CH:56][C:52]([C:53]([OH:55])=O)=[C:51]([F:61])[CH:50]=3)[CH2:43]2)[CH3:41])=[N:35][C:36]=1[CH:37]1[CH2:39][CH2:38]1.[CH:62]1([S:65]([NH2:68])(=[O:67])=[O:66])CC1.CS(N)(=O)=O. (8) The reactants are: [CH:1]([C:3]1[CH:8]=[CH:7][C:6](B(O)O)=[CH:5][CH:4]=1)=[O:2].Br[C:13]1[S:14][CH:15]=[CH:16][N:17]=1.C([O-])([O-])=O.[Na+].[Na+]. Given the product [S:14]1[CH:15]=[CH:16][N:17]=[C:13]1[C:6]1[CH:7]=[CH:8][C:3]([CH:1]=[O:2])=[CH:4][CH:5]=1, predict the reactants needed to synthesize it. (9) The reactants are: [CH2:1]([CH:5]([CH2:9][CH2:10][CH2:11][CH2:12][CH2:13][CH3:14])[C:6](Cl)=[O:7])[CH2:2][CH2:3][CH3:4].N[C:16]1[CH:17]=[C:18]([C:26]([O:28]C)=[O:27])[CH:19]=[C:20](C=1)[C:21]([O:23]C)=[O:22].C([N:32]([CH2:35][CH3:36])CC)C.O.O1CCC[CH2:39]1. Given the product [CH3:16][C:17]1[C:18]([C:26]([OH:28])=[O:27])=[CH:19][C:20]([C:21]([OH:23])=[O:22])=[C:36]([CH3:39])[C:35]=1[NH:32][C:6](=[O:7])[CH:5]([CH2:1][CH2:2][CH2:3][CH3:4])[CH2:9][CH2:10][CH2:11][CH2:12][CH2:13][CH3:14], predict the reactants needed to synthesize it. (10) Given the product [Cl:26][C:23]1[CH:22]=[CH:21][C:20]([CH2:19][NH:18][C:16]([C:15]2[S:12](=[O:14])(=[O:13])[C:11]3[CH:10]=[CH:9][S:8][C:7]=3[NH:6][N:1]=2)=[O:17])=[CH:25][CH:24]=1, predict the reactants needed to synthesize it. The reactants are: [N:1]([O-])=O.[Na+].O.[NH2:6][C:7]1[S:8][CH:9]=[CH:10][C:11]=1[S:12]([CH2:15][C:16]([NH:18][CH2:19][C:20]1[CH:25]=[CH:24][C:23]([Cl:26])=[CH:22][CH:21]=1)=[O:17])(=[O:14])=[O:13].